Dataset: Forward reaction prediction with 1.9M reactions from USPTO patents (1976-2016). Task: Predict the product of the given reaction. Given the reactants Cl[C:2]1[CH:7]=[C:6]([I:8])[CH:5]=[C:4]([Cl:9])[N:3]=1.[CH3:10][C:11]([CH3:14])([O-:13])[CH3:12].[K+], predict the reaction product. The product is: [C:11]([O:13][C:2]1[CH:7]=[C:6]([I:8])[CH:5]=[C:4]([Cl:9])[N:3]=1)([CH3:14])([CH3:12])[CH3:10].